This data is from Reaction yield outcomes from USPTO patents with 853,638 reactions. The task is: Predict the reaction yield, written as a fraction of the theoretical maximum amount of product (1.0 means a 100% yield; for example, 0.34 means a 34% yield). The reactants are [Br:1][C:2]1[CH:3]=[CH:4][C:5]2[N:6]([CH2:16][CH:17]([F:40])[CH2:18][N:19]([C:32]3[CH:37]=[CH:36][CH:35]=[C:34]([O:38][CH3:39])[CH:33]=3)S(C3C=CC([N+]([O-])=O)=CC=3)(=O)=O)[C:7]3[C:12]([C:13]=2[CH:14]=1)=[CH:11][C:10]([Br:15])=[CH:9][CH:8]=3.[OH-].[Li+].CN(C)C=O.SCC(O)=O. The catalyst is CCOC(C)=O. The product is [Br:15][C:10]1[CH:9]=[CH:8][C:7]2[N:6]([CH2:16][CH:17]([F:40])[CH2:18][NH:19][C:32]3[CH:37]=[CH:36][CH:35]=[C:34]([O:38][CH3:39])[CH:33]=3)[C:5]3[C:13]([C:12]=2[CH:11]=1)=[CH:14][C:2]([Br:1])=[CH:3][CH:4]=3. The yield is 0.880.